Dataset: Full USPTO retrosynthesis dataset with 1.9M reactions from patents (1976-2016). Task: Predict the reactants needed to synthesize the given product. Given the product [F:10][C:7]([F:8])([F:9])[C:6]([NH:24][CH2:23][CH2:22][C:19]1[CH:20]=[CH:21][C:16]([O:15][CH3:14])=[CH:17][CH:18]=1)=[O:11], predict the reactants needed to synthesize it. The reactants are: [F:8][C:7]([F:10])([F:9])[C:6](O[C:6](=[O:11])[C:7]([F:10])([F:9])[F:8])=[O:11].[CH3:14][O:15][C:16]1[CH:21]=[CH:20][C:19]([CH2:22][CH2:23][NH2:24])=[CH:18][CH:17]=1.C(N(CC)CC)C.